Predict the product of the given reaction. From a dataset of Forward reaction prediction with 1.9M reactions from USPTO patents (1976-2016). (1) Given the reactants [C:1]([NH:4][C:5]1[CH:10]=[CH:9][C:8]([CH2:11][C:12]([OH:14])=O)=[CH:7][CH:6]=1)(=[O:3])[CH3:2].Cl.CN(C)CCCN=C=NCC.[NH2:27][C:28]1[C:29](=[O:40])[NH:30][C:31](=[O:39])[N:32]([CH2:35][CH2:36][CH2:37][CH3:38])[C:33]=1[NH2:34], predict the reaction product. The product is: [C:1]([NH:4][C:5]1[CH:6]=[CH:7][C:8]([CH2:11][C:12]([NH:27][C:28]2[C:29](=[O:40])[NH:30][C:31](=[O:39])[N:32]([CH2:35][CH2:36][CH2:37][CH3:38])[C:33]=2[NH2:34])=[O:14])=[CH:9][CH:10]=1)(=[O:3])[CH3:2]. (2) Given the reactants [CH3:1][O:2][CH2:3][C:4]1[N:9]=[CH:8][N:7]=[C:6](O)[CH:5]=1.O=P(Cl)(Cl)[Cl:13], predict the reaction product. The product is: [Cl:13][C:6]1[CH:5]=[C:4]([CH2:3][O:2][CH3:1])[N:9]=[CH:8][N:7]=1. (3) Given the reactants [C:1]([NH:4][C:5]1[CH:10]=[C:9]([C:11]2[N:12]([CH2:28][O:29][CH2:30][CH2:31][Si:32]([CH3:35])([CH3:34])[CH3:33])[C:13]([C:24]([O:26]C)=[O:25])=[C:14]([C:16]3[CH:21]=[CH:20][C:19]([Cl:22])=[CH:18][C:17]=3[Cl:23])[N:15]=2)[CH:8]=[CH:7][N:6]=1)(=[O:3])[CH3:2].[OH-].[Na+], predict the reaction product. The product is: [C:1]([NH:4][C:5]1[CH:10]=[C:9]([C:11]2[N:12]([CH2:28][O:29][CH2:30][CH2:31][Si:32]([CH3:33])([CH3:35])[CH3:34])[C:13]([C:24]([OH:26])=[O:25])=[C:14]([C:16]3[CH:21]=[CH:20][C:19]([Cl:22])=[CH:18][C:17]=3[Cl:23])[N:15]=2)[CH:8]=[CH:7][N:6]=1)(=[O:3])[CH3:2]. (4) The product is: [CH2:16]([NH:15][C:13]([C:3]1[N:4]=[N:5][C:6]2[C:11]([C:2]=1[NH2:1])=[CH:10][CH:9]=[CH:8][C:7]=2[C:25]1[C:20]([F:19])=[N:21][C:22]([CH3:29])=[CH:23][CH:24]=1)=[O:14])[CH2:17][CH3:18]. Given the reactants [NH2:1][C:2]1[C:11]2[C:6](=[C:7](Br)[CH:8]=[CH:9][CH:10]=2)[N:5]=[N:4][C:3]=1[C:13]([NH:15][CH2:16][CH2:17][CH3:18])=[O:14].[F:19][C:20]1[C:25](B(O)O)=[CH:24][CH:23]=[C:22]([CH3:29])[N:21]=1, predict the reaction product. (5) Given the reactants Cl.C(O[C:5](=[NH:13])[C:6]1[CH:11]=[CH:10][C:9]([F:12])=[CH:8][CH:7]=1)C.[CH3:14][O:15][C:16](=[O:22])[C:17](N)([CH3:20])[CH2:18][SH:19].C(N(CC)CC)C.O, predict the reaction product. The product is: [CH3:14][O:15][C:16]([C:17]1([CH3:20])[CH2:18][S:19][C:5]([C:6]2[CH:7]=[CH:8][C:9]([F:12])=[CH:10][CH:11]=2)=[N:13]1)=[O:22]. (6) Given the reactants [F:1][C:2]1[CH:3]=[N:4][C:5]([NH:11][C:12]2[CH:17]=[CH:16][CH:15]=[CH:14][CH:13]=2)=[C:6]([CH:10]=1)[C:7]([OH:9])=O.CCN=C=NCCCN(C)C.C1C=CC2N(O)N=NC=2C=1.CCN(C(C)C)C(C)C.[CH3:48][C:49]([NH2:53])([C:51]#[CH:52])[CH3:50], predict the reaction product. The product is: [F:1][C:2]1[CH:3]=[N:4][C:5]([NH:11][C:12]2[CH:17]=[CH:16][CH:15]=[CH:14][CH:13]=2)=[C:6]([CH:10]=1)[C:7]([NH:53][C:49]([CH3:50])([C:51]#[CH:52])[CH3:48])=[O:9].